Dataset: Reaction yield outcomes from USPTO patents with 853,638 reactions. Task: Predict the reaction yield, written as a fraction of the theoretical maximum amount of product (1.0 means a 100% yield; for example, 0.34 means a 34% yield). (1) The reactants are C[N:2]1[C:6]2[C:7]([Cl:13])=[CH:8][CH:9]=[C:10]([C:11]#N)[C:5]=2[N:4]([CH3:14])[C:3]1=[O:15].[CH2:16]([Mg]Br)[CH3:17].Cl.C(=O)([O-])[OH:22].[Na+]. The catalyst is O1CCCC1. The product is [Cl:13][C:7]1[C:6]2[NH:2][C:3](=[O:15])[N:4]([CH3:14])[C:5]=2[C:10]([C:11](=[O:22])[CH2:16][CH3:17])=[CH:9][CH:8]=1. The yield is 0.600. (2) The reactants are [CH2:1]([N:3]1[CH:7]=[C:6]([C:8]2[C:13]3[C:14](=[O:17])[NH:15][CH2:16][C:12]=3[CH:11]=[C:10]([NH:18][C@@H:19]3[CH2:24][CH2:23][CH2:22][CH2:21][C@@H:20]3[NH:25]C(=O)OC(C)(C)C)[N:9]=2)[CH:5]=[N:4]1)[CH3:2].[B-](F)(F)(F)[F:34].[B-](F)(F)(F)F.C1[N+]2(CCl)CC[N+](F)(CC2)C1. The catalyst is C(Cl)Cl. The product is [NH2:25][C@H:20]1[CH2:21][CH2:22][CH2:23][CH2:24][C@H:19]1[NH:18][C:10]1[N:9]=[C:8]([C:6]2[CH:5]=[N:4][N:3]([CH2:1][CH3:2])[CH:7]=2)[C:13]2[C:14](=[O:17])[NH:15][CH2:16][C:12]=2[C:11]=1[F:34]. The yield is 0.280. (3) The reactants are Cl.[C:2]([C:4]1[C:5]([C:20]2[CH:21]=[N:22][C:23]([C:26]([F:29])([F:28])[F:27])=[CH:24][CH:25]=2)=[CH:6][C:7]([CH2:10][NH:11][C:12]([C@@H:14]2[CH2:18][C@@H:17]([F:19])[CH2:16][NH:15]2)=[O:13])=[N:8][CH:9]=1)#[N:3].[F:30][C:31]1[CH:36]=[CH:35][C:34]([S:37](Cl)(=[O:39])=[O:38])=[CH:33][CH:32]=1. The catalyst is ClCCl.O. The product is [C:2]([C:4]1[C:5]([C:20]2[CH:21]=[N:22][C:23]([C:26]([F:29])([F:28])[F:27])=[CH:24][CH:25]=2)=[CH:6][C:7]([CH2:10][NH:11][C:12]([C@@H:14]2[CH2:18][C@@H:17]([F:19])[CH2:16][N:15]2[S:37]([C:34]2[CH:35]=[CH:36][C:31]([F:30])=[CH:32][CH:33]=2)(=[O:39])=[O:38])=[O:13])=[N:8][CH:9]=1)#[N:3]. The yield is 0.110. (4) The reactants are [CH3:1][C:2]1[N:7]=[C:6]2[S:8][C:9]3[CH2:13][CH2:12][CH2:11][C:10]=3[C:5]2=[C:4]([C:14]2[CH:19]=[CH:18][C:17]([CH2:20][CH3:21])=[CH:16][CH:15]=2)[C:3]=1[CH:22]([CH2:27][CH2:28][CH3:29])[C:23]([O:25]C)=[O:24].[OH-].[Na+]. The catalyst is CO.C(O)C. The product is [CH3:1][C:2]1[N:7]=[C:6]2[S:8][C:9]3[CH2:13][CH2:12][CH2:11][C:10]=3[C:5]2=[C:4]([C:14]2[CH:19]=[CH:18][C:17]([CH2:20][CH3:21])=[CH:16][CH:15]=2)[C:3]=1[CH:22]([CH2:27][CH2:28][CH3:29])[C:23]([OH:25])=[O:24]. The yield is 0.500.